Dataset: Reaction yield outcomes from USPTO patents with 853,638 reactions. Task: Predict the reaction yield, written as a fraction of the theoretical maximum amount of product (1.0 means a 100% yield; for example, 0.34 means a 34% yield). The reactants are [F:1][C:2]([F:19])([F:18])[CH2:3][O:4][C:5]1[CH:10]=[CH:9][C:8]([S:11][C:12]2[CH:17]=[CH:16][CH:15]=[CH:14][CH:13]=2)=[CH:7][CH:6]=1.[OH:20]O.C1(C)C=CC=CC=1. The catalyst is C(O)(=O)C.O.O.O.O.O.S([O-])([O-])(=O)=S.[Na+].[Na+].O.C(OCC)(=O)C. The product is [F:19][C:2]([F:1])([F:18])[CH2:3][O:4][C:5]1[CH:6]=[CH:7][C:8]([S:11]([C:12]2[CH:17]=[CH:16][CH:15]=[CH:14][CH:13]=2)=[O:20])=[CH:9][CH:10]=1. The yield is 0.990.